Dataset: Catalyst prediction with 721,799 reactions and 888 catalyst types from USPTO. Task: Predict which catalyst facilitates the given reaction. (1) Reactant: Cl.Cl.[NH:3]1[CH2:6][CH:5]([C:7]2[C:8]([O:28][CH3:29])=[C:9]([CH:15]([N:17]3[C:21]4=[N:22][CH:23]=[N:24][C:25]([NH2:26])=[C:20]4[C:19]([CH3:27])=[N:18]3)[CH3:16])[CH:10]=[C:11]([Cl:14])[C:12]=2[CH3:13])[CH2:4]1.FC(F)(F)S(O[CH2:36][C:37]([F:40])([F:39])[F:38])(=O)=O.C(N(CC)CC)C. Product: [Cl:14][C:11]1[C:12]([CH3:13])=[C:7]([CH:5]2[CH2:4][N:3]([CH2:36][C:37]([F:40])([F:39])[F:38])[CH2:6]2)[C:8]([O:28][CH3:29])=[C:9]([CH:15]([N:17]2[C:21]3=[N:22][CH:23]=[N:24][C:25]([NH2:26])=[C:20]3[C:19]([CH3:27])=[N:18]2)[CH3:16])[CH:10]=1. The catalyst class is: 2. (2) Reactant: [C:1]1([CH2:7][O:8][CH2:9][C@@H:10]([C:12]([OH:14])=[O:13])N)[CH:6]=[CH:5][CH:4]=[CH:3][CH:2]=1.[Br-:15].[K+].OS(O)(=O)=O.N([O-])=O.[Na+]. Product: [Br:15][CH:10]([CH2:9][O:8][CH2:7][C:1]1[CH:6]=[CH:5][CH:4]=[CH:3][CH:2]=1)[C:12]([OH:14])=[O:13]. The catalyst class is: 6. (3) Reactant: [F:1][C:2]1[CH:28]=[C:27]([N+:29]([O-])=O)[CH:26]=[CH:25][C:3]=1[O:4][C:5]1[CH:6]=[C:7]2[C:11](=[CH:12][C:13]=1[C:14]1[CH:15]=[N:16][NH:17][CH:18]=1)[N:10](C1CCCCO1)[N:9]=[CH:8]2.C(OC(N1C=C(C2C=C3C(C=NN3C3CCCCO3)=CC=2OC2C=CC([N+]([O-])=O)=CC=2F)C=N1)=O)(C)(C)C.C([O-])(O)=O.[Na+].CCOC(C)=O. Product: [NH:16]1[CH:15]=[C:14]([C:13]2[CH:12]=[C:11]3[C:7]([CH:8]=[N:9][NH:10]3)=[CH:6][C:5]=2[O:4][C:3]2[CH:25]=[CH:26][C:27]([NH2:29])=[CH:28][C:2]=2[F:1])[CH:18]=[N:17]1. The catalyst class is: 871.